Dataset: Full USPTO retrosynthesis dataset with 1.9M reactions from patents (1976-2016). Task: Predict the reactants needed to synthesize the given product. (1) Given the product [C:1]([N:4]1[C:13]2[C:8](=[CH:9][CH:10]=[CH:11][CH:12]=2)[C:7](=[N:41][C:38]2[CH:37]=[CH:36][C:35]([CH2:34][O:33][Si:16]([C:29]([CH3:32])([CH3:31])[CH3:30])([C:23]3[CH:24]=[CH:25][CH:26]=[CH:27][CH:28]=3)[C:17]3[CH:22]=[CH:21][CH:20]=[CH:19][CH:18]=3)=[CH:40][CH:39]=2)[CH2:6][CH:5]1[CH3:15])(=[O:3])[CH3:2], predict the reactants needed to synthesize it. The reactants are: [C:1]([N:4]1[C:13]2[C:8](=[CH:9][CH:10]=[CH:11][CH:12]=2)[C:7](=O)[CH2:6][CH:5]1[CH3:15])(=[O:3])[CH3:2].[Si:16]([O:33][CH2:34][C:35]1[CH:40]=[CH:39][C:38]([NH2:41])=[CH:37][CH:36]=1)([C:29]([CH3:32])([CH3:31])[CH3:30])([C:23]1[CH:28]=[CH:27][CH:26]=[CH:25][CH:24]=1)[C:17]1[CH:22]=[CH:21][CH:20]=[CH:19][CH:18]=1. (2) Given the product [ClH:51].[CH3:1][O:29][C:27](=[O:28])[C@@H:18]([NH2:17])[CH2:19][C:20]1[CH:25]=[CH:24][C:23]([C:57]2[C:58]([O:60][CH3:61])=[CH:59][C:54]([C:52]#[N:53])=[CH:55][C:56]=2[O:65][CH3:66])=[CH:22][CH:21]=1, predict the reactants needed to synthesize it. The reactants are: [C:1](OC(OC(OC(C)(C)C)=O)=O)(C)(C)C.C[NH:17][C@H:18]([C:27]([OH:29])=[O:28])[CH2:19][C:20]1[CH:25]=[CH:24][C:23](O)=[CH:22][CH:21]=1.N1C=CC=CC=1.FC(F)(F)S(OS(C(F)(F)F)(=O)=O)(=O)=O.[ClH:51].[C:52]([C:54]1[CH:59]=[C:58]([O:60][CH3:61])[C:57](B(O)O)=[C:56]([O:65][CH3:66])[CH:55]=1)#[N:53]. (3) Given the product [CH2:3]([Mg:1][CH2:16][CH2:17][CH2:11][CH3:12])[CH2:4][CH2:5][CH3:6], predict the reactants needed to synthesize it. The reactants are: [Mg:1].Br[CH2:3][CH2:4][CH2:5][CH3:6].O1[CH2:12][CH2:11]OCC1.C(O[CH2:16][CH3:17])C. (4) Given the product [ClH:1].[NH2:16][C:15]1[CH:17]=[CH:18][C:12]([C:10]2[C:11]3[C:2](=[O:24])[C:3]4[N:21]([CH3:22])[N:20]=[CH:19][C:4]=4[NH:5][C:6]=3[CH:7]=[CH:8][CH:9]=2)=[CH:13][CH:14]=1, predict the reactants needed to synthesize it. The reactants are: [Cl:1][C:2]1[C:11]2[C:10]([C:12]3[CH:18]=[CH:17][C:15]([NH2:16])=[CH:14][CH:13]=3)=[CH:9][CH:8]=[CH:7][C:6]=2[N:5]=[C:4]2[CH:19]=[N:20][N:21]([CH3:22])[C:3]=12.C(=O)([O-])[OH:24].[Na+]. (5) Given the product [CH2:5]([O:12][C:13](=[O:25])[N:14]([CH2:22][CH:23]=[O:24])[CH2:15][CH:16]1[CH2:17][CH2:18][CH2:19][CH2:20][CH2:21]1)[C:6]1[CH:11]=[CH:10][CH:9]=[CH:8][CH:7]=1, predict the reactants needed to synthesize it. The reactants are: S(=O)(O)O.[CH2:5]([O:12][C:13](=[O:25])[N:14]([CH2:22][CH:23]=[O:24])[CH2:15][CH:16]1[CH2:21][CH2:20][CH2:19][CH2:18][CH2:17]1)[C:6]1[CH:11]=[CH:10][CH:9]=[CH:8][CH:7]=1.CC1OCCC1.[OH-].[Na+].